Dataset: NCI-60 drug combinations with 297,098 pairs across 59 cell lines. Task: Regression. Given two drug SMILES strings and cell line genomic features, predict the synergy score measuring deviation from expected non-interaction effect. (1) Drug 1: COC1=CC(=CC(=C1O)OC)C2C3C(COC3=O)C(C4=CC5=C(C=C24)OCO5)OC6C(C(C7C(O6)COC(O7)C8=CC=CS8)O)O. Drug 2: C(CC(=O)O)C(=O)CN.Cl. Cell line: MDA-MB-231. Synergy scores: CSS=30.9, Synergy_ZIP=-6.42, Synergy_Bliss=-5.86, Synergy_Loewe=-3.61, Synergy_HSA=-2.33. (2) Drug 1: CC12CCC3C(C1CCC2O)C(CC4=C3C=CC(=C4)O)CCCCCCCCCS(=O)CCCC(C(F)(F)F)(F)F. Drug 2: CCC1(C2=C(COC1=O)C(=O)N3CC4=CC5=C(C=CC(=C5CN(C)C)O)N=C4C3=C2)O.Cl. Cell line: SK-OV-3. Synergy scores: CSS=19.1, Synergy_ZIP=-3.81, Synergy_Bliss=7.93, Synergy_Loewe=-6.91, Synergy_HSA=3.09. (3) Drug 1: CC1=C(C=C(C=C1)NC(=O)C2=CC=C(C=C2)CN3CCN(CC3)C)NC4=NC=CC(=N4)C5=CN=CC=C5. Drug 2: C(=O)(N)NO. Cell line: HS 578T. Synergy scores: CSS=2.57, Synergy_ZIP=-3.64, Synergy_Bliss=-2.94, Synergy_Loewe=-4.19, Synergy_HSA=-1.99. (4) Drug 1: CS(=O)(=O)OCCCCOS(=O)(=O)C. Drug 2: CC1C(C(CC(O1)OC2CC(CC3=C2C(=C4C(=C3O)C(=O)C5=CC=CC=C5C4=O)O)(C(=O)C)O)N)O. Cell line: TK-10. Synergy scores: CSS=41.4, Synergy_ZIP=0.337, Synergy_Bliss=0.467, Synergy_Loewe=-42.8, Synergy_HSA=0.801. (5) Drug 1: CN1CCC(CC1)COC2=C(C=C3C(=C2)N=CN=C3NC4=C(C=C(C=C4)Br)F)OC. Drug 2: C1C(C(OC1N2C=C(C(=O)NC2=O)F)CO)O. Cell line: COLO 205. Synergy scores: CSS=41.5, Synergy_ZIP=-0.110, Synergy_Bliss=-1.51, Synergy_Loewe=-9.62, Synergy_HSA=-4.89.